Dataset: Forward reaction prediction with 1.9M reactions from USPTO patents (1976-2016). Task: Predict the product of the given reaction. Given the reactants [C:1]([O:5][C:6](=[O:9])[CH:7]=[CH2:8])([CH3:4])([CH3:3])[CH3:2].[C:10]([OH:14])(=[O:13])[CH:11]=[CH2:12].[OH:15][CH2:16][CH2:17][O:18][C:19](=[O:23])[C:20]([CH3:22])=[CH2:21].CC(OC(C)=O)COC, predict the reaction product. The product is: [C:1]([O:5][C:6](=[O:9])[CH:7]=[CH2:8])([CH3:4])([CH3:3])[CH3:2].[C:10]([OH:14])(=[O:13])[CH:11]=[CH2:12].[OH:15][CH2:16][CH2:17][O:18][C:19](=[O:23])[C:20]([CH3:22])=[CH2:21].